This data is from Catalyst prediction with 721,799 reactions and 888 catalyst types from USPTO. The task is: Predict which catalyst facilitates the given reaction. (1) Reactant: Cl[C:2]1[N:7]=[CH:6][N:5]=[C:4]([NH:8][C:9]2[CH:14]=[CH:13][CH:12]=[C:11]([O:15][C:16]3[CH:21]=[CH:20][CH:19]=[CH:18][CH:17]=3)[CH:10]=2)[CH:3]=1.[NH2:22][C:23]1[CH:28]=[CH:27][CH:26]=[C:25]([NH2:29])[CH:24]=1.Cl. Product: [NH2:22][C:23]1[CH:24]=[C:25]([NH:29][C:2]2[CH:3]=[C:4]([NH:8][C:9]3[CH:14]=[CH:13][CH:12]=[C:11]([O:15][C:16]4[CH:21]=[CH:20][CH:19]=[CH:18][CH:17]=4)[CH:10]=3)[N:5]=[CH:6][N:7]=2)[CH:26]=[CH:27][CH:28]=1. The catalyst class is: 51. (2) The catalyst class is: 14. Reactant: [CH:1]1([C:4](=O)[CH2:5][C:6](=O)[CH3:7])[CH2:3][CH2:2]1.[C:10]([CH2:12][C:13]([NH2:15])=[O:14])#[N:11].N1CCCCC1. Product: [CH:1]1([C:4]2[CH:5]=[C:6]([CH3:7])[C:12]([C:10]#[N:11])=[C:13]([OH:14])[N:15]=2)[CH2:3][CH2:2]1. (3) Reactant: Cl[CH2:2][CH2:3][C@@H:4]([O:11][C:12]1[CH:17]=[CH:16][CH:15]=[CH:14][C:13]=1[Br:18])[C:5]1[CH:10]=[CH:9][CH:8]=[CH:7][CH:6]=1.[CH3:19][NH2:20]. Product: [CH3:19][NH:20][CH2:2][CH2:3][C@@H:4]([O:11][C:12]1[CH:17]=[CH:16][CH:15]=[CH:14][C:13]=1[Br:18])[C:5]1[CH:10]=[CH:9][CH:8]=[CH:7][CH:6]=1. The catalyst class is: 8. (4) Reactant: [Na+].[CH:2]1([C:8]([O-:10])=[O:9])[CH2:7][CH2:6][CH2:5][CH2:4][CH2:3]1.Br[CH2:12][CH2:13][CH3:14]. Product: [CH2:12]([O:9][C:8]([CH:2]1[CH2:7][CH2:6][CH2:5][CH2:4][CH2:3]1)=[O:10])[CH2:13][CH3:14]. The catalyst class is: 1. (5) Reactant: C([O:8][C:9]1[C:18](=[O:19])[N:17]2[C:12]([C:13]([CH3:21])([CH3:20])[O:14][CH2:15][CH2:16]2)=[N:11][C:10]=1[C:22]1[S:23][C:24]([CH2:27][C:28]2[CH:33]=[CH:32][C:31]([F:34])=[CH:30][CH:29]=2)=[CH:25][N:26]=1)C1C=CC=CC=1. Product: [F:34][C:31]1[CH:32]=[CH:33][C:28]([CH2:27][C:24]2[S:23][C:22]([C:10]3[N:11]=[C:12]4[N:17]([C:18](=[O:19])[C:9]=3[OH:8])[CH2:16][CH2:15][O:14][C:13]4([CH3:21])[CH3:20])=[N:26][CH:25]=2)=[CH:29][CH:30]=1. The catalyst class is: 67.